From a dataset of Reaction yield outcomes from USPTO patents with 853,638 reactions. Predict the reaction yield, written as a fraction of the theoretical maximum amount of product (1.0 means a 100% yield; for example, 0.34 means a 34% yield). (1) The reactants are [NH3:1].[N:2]1([CH:8]2[CH2:13][CH2:12][CH:11]([NH:14][C:15]3[C:16]4[C:17]5[C:22]([S:23][C:24]=4[N:25]=[CH:26][N:27]=3)=[CH:21][CH:20]=[C:19]([CH2:28][C:29]([O:31]CC)=O)[CH:18]=5)[CH2:10][CH2:9]2)[CH2:7][CH2:6][O:5][CH2:4][CH2:3]1. The catalyst is C(O)C. The product is [N:2]1([CH:8]2[CH2:9][CH2:10][CH:11]([NH:14][C:15]3[C:16]4[C:17]5[C:22]([S:23][C:24]=4[N:25]=[CH:26][N:27]=3)=[CH:21][CH:20]=[C:19]([CH2:28][C:29]([NH2:1])=[O:31])[CH:18]=5)[CH2:12][CH2:13]2)[CH2:7][CH2:6][O:5][CH2:4][CH2:3]1. The yield is 0.410. (2) The yield is 0.880. The catalyst is C(OCC)(=O)C. The reactants are CO[CH:3]1[CH2:7][CH2:6][CH:5](OC)O1.C(O)(=O)C.C([CH:16]1[C:21](=[O:22])[NH:20][C:18](=[O:19])[C@@:17]1([NH2:28])[C:23]([O:25][CH2:26][CH3:27])=[O:24])C. The product is [CH:7]([NH:28][CH:17]([CH3:18])[CH3:16])([CH3:3])[CH3:6].[CH2:26]([O:25][C:23]([C@@:17]1([N:28]2[CH:3]=[CH:7][CH:6]=[CH:5]2)[CH2:16][C:21](=[O:22])[NH:20][C:18]1=[O:19])=[O:24])[CH3:27]. (3) The reactants are [Cl:1][C:2]1[CH:3]=[C:4]([CH:7]=[C:8]([Cl:10])[CH:9]=1)[CH:5]=[O:6].[N+:11]([O-])([OH:13])=[O:12]. The catalyst is S(=O)(=O)(O)O. The product is [Cl:1][C:2]1[C:3]([N+:11]([O-:13])=[O:12])=[C:4]([CH:7]=[C:8]([Cl:10])[CH:9]=1)[CH:5]=[O:6]. The yield is 0.790. (4) The reactants are [F:1][C:2]([F:13])([F:12])[O:3][C:4]1[CH:11]=[CH:10][C:7]([CH:8]=O)=[CH:6][CH:5]=1.[NH2:14][C:15]1[N:16]=[N:17][C:18]([CH3:21])=[CH:19][CH:20]=1.C([O:24][C:25](=O)[C:26]([OH:42])=[CH:27][C:28]([C:30]1[CH:35]=[CH:34][C:33]([CH:36]2[CH2:41][CH2:40][CH2:39][CH2:38][CH2:37]2)=[CH:32][CH:31]=1)=[O:29])C. No catalyst specified. The product is [CH:36]1([C:33]2[CH:32]=[CH:31][C:30]([C:28]([C:27]3[CH:8]([C:7]4[CH:10]=[CH:11][C:4]([O:3][C:2]([F:13])([F:12])[F:1])=[CH:5][CH:6]=4)[N:14]([C:15]4[N:16]=[N:17][C:18]([CH3:21])=[CH:19][CH:20]=4)[C:25](=[O:24])[C:26]=3[OH:42])=[O:29])=[CH:35][CH:34]=2)[CH2:37][CH2:38][CH2:39][CH2:40][CH2:41]1. The yield is 0.360. (5) The reactants are [Br:1][C:2]1[N:7]=[CH:6][C:5]([NH2:8])=[C:4]([NH:9][CH:10]([CH2:12][CH2:13][CH3:14])[CH3:11])[CH:3]=1.C(N(CC)CC)C.[C:22]([O:25][CH2:26][C:27](Cl)=[O:28])(=[O:24])[CH3:23]. The catalyst is ClCCl. The product is [C:22]([O:25][CH2:26][C:27]([NH:8][C:5]1[CH:6]=[N:7][C:2]([Br:1])=[CH:3][C:4]=1[NH:9][CH:10]([CH2:12][CH2:13][CH3:14])[CH3:11])=[O:28])(=[O:24])[CH3:23]. The yield is 0.270. (6) The reactants are [CH:1]([N:4]1[CH2:9][CH2:8][CH:7]([O:10][C:11]2[CH:19]=[CH:18][C:17]3[N:16]4[CH2:20][CH2:21][NH:22][C:23](=[O:24])[C:15]4=[CH:14][C:13]=3[CH:12]=2)[CH2:6][CH2:5]1)([CH3:3])[CH3:2].[H-].[Na+].Cl[CH2:28][C:29]([NH:31][C:32]1[CH:37]=[CH:36][CH:35]=[CH:34][CH:33]=1)=[O:30]. No catalyst specified. The product is [CH:1]([N:4]1[CH2:9][CH2:8][CH:7]([O:10][C:11]2[CH:19]=[CH:18][C:17]3[N:16]4[CH2:20][CH2:21][N:22]([CH2:28][C:29]([NH:31][C:32]5[CH:37]=[CH:36][CH:35]=[CH:34][CH:33]=5)=[O:30])[C:23](=[O:24])[C:15]4=[CH:14][C:13]=3[CH:12]=2)[CH2:6][CH2:5]1)([CH3:3])[CH3:2]. The yield is 0.140. (7) The reactants are Br[C:2]1[CH:7]=[CH:6][C:5]([S:8]([C:11]2[CH:12]=[CH:13][C:14]([CH3:27])=[C:15]([S:17]([NH:20][CH:21]3[CH2:26][CH2:25][O:24][CH2:23][CH2:22]3)(=[O:19])=[O:18])[CH:16]=2)(=[O:10])=[O:9])=[CH:4][CH:3]=1.[CH3:28][N:29](C=O)C. The catalyst is [C-]#N.[Zn+2].[C-]#N.[Pd].[Pd].C(=CC(C=CC1C=CC=CC=1)=O)C1C=CC=CC=1.C(=CC(C=CC1C=CC=CC=1)=O)C1C=CC=CC=1.C(=CC(C=CC1C=CC=CC=1)=O)C1C=CC=CC=1.C1(P(C2C=CC=CC=2)[C-]2C=CC=C2)C=CC=CC=1.[C-]1(P(C2C=CC=CC=2)C2C=CC=CC=2)C=CC=C1.[Fe+2]. The product is [C:28]([C:2]1[CH:7]=[CH:6][C:5]([S:8]([C:11]2[CH:12]=[CH:13][C:14]([CH3:27])=[C:15]([S:17]([NH:20][CH:21]3[CH2:26][CH2:25][O:24][CH2:23][CH2:22]3)(=[O:18])=[O:19])[CH:16]=2)(=[O:9])=[O:10])=[CH:4][CH:3]=1)#[N:29]. The yield is 0.420. (8) The reactants are [NH2:1][CH2:2][CH2:3][N:4]1[CH2:9][CH2:8][O:7][CH2:6][CH2:5]1.[CH2:10]([C:17]1[CH:22]=[CH:21][C:20]([NH:23][C:24]2[C:33]3[C:28](=[CH:29][N:30]=[C:31](F)[CH:32]=3)[N:27]=[CH:26][C:25]=2[C:35]#[N:36])=[CH:19][CH:18]=1)[C:11]1[CH:16]=[CH:15][CH:14]=[CH:13][CH:12]=1. No catalyst specified. The product is [CH2:10]([C:17]1[CH:18]=[CH:19][C:20]([NH:23][C:24]2[C:33]3[C:28](=[CH:29][N:30]=[C:31]([NH:1][CH2:2][CH2:3][N:4]4[CH2:9][CH2:8][O:7][CH2:6][CH2:5]4)[CH:32]=3)[N:27]=[CH:26][C:25]=2[C:35]#[N:36])=[CH:21][CH:22]=1)[C:11]1[CH:16]=[CH:15][CH:14]=[CH:13][CH:12]=1. The yield is 0.400. (9) The product is [CH3:18][N:2]([CH3:1])[C:3]([CH2:5][CH2:6][N:7]([CH3:22])[C:8](=[O:17])[O:9][CH2:10][C:11]1[CH:16]=[CH:15][CH:14]=[CH:13][CH:12]=1)=[O:4]. The yield is 0.860. The reactants are [CH3:1][N:2]([CH3:18])[C:3]([CH2:5][CH2:6][NH:7][C:8](=[O:17])[O:9][CH2:10][C:11]1[CH:16]=[CH:15][CH:14]=[CH:13][CH:12]=1)=[O:4].[H-].[Na+].I[CH3:22].O. The catalyst is O1CCCC1.